This data is from Full USPTO retrosynthesis dataset with 1.9M reactions from patents (1976-2016). The task is: Predict the reactants needed to synthesize the given product. Given the product [N:7]1([C:8]([C@@H:10]([NH:12][C:13]([C:15]2[C:19]([Br:20])=[C:18]([NH:21][C:22](=[O:30])[C:23]3[CH:28]=[CH:27][CH:26]=[CH:25][C:24]=3[Cl:29])[NH:17][N:16]=2)=[O:14])[CH3:11])=[O:9])[CH2:6][CH2:5][CH2:4][CH2:3][CH2:31]1, predict the reactants needed to synthesize it. The reactants are: N1[CH:5]=[CH:4][CH:3]=N1.[CH3:6][N:7]([CH3:31])[C:8]([C@H:10]([NH:12][C:13]([C:15]1[C:19]([Br:20])=[C:18]([NH:21][C:22](=[O:30])[C:23]2[CH:28]=[CH:27][CH:26]=[CH:25][C:24]=2[Cl:29])[NH:17][N:16]=1)=[O:14])[CH3:11])=[O:9].